From a dataset of Forward reaction prediction with 1.9M reactions from USPTO patents (1976-2016). Predict the product of the given reaction. (1) The product is: [F:29][C:23]1[CH:24]=[C:25]([CH3:28])[CH:26]=[CH:27][C:22]=1[C:10]1[CH:11]=[C:12]([C:14]2[N:15]([CH:19]([CH3:21])[CH3:20])[N:16]=[CH:17][CH:18]=2)[CH:13]=[C:8]([C:6]([OH:7])=[O:5])[CH:9]=1. Given the reactants O[Li].O.C[O:5][C:6]([C:8]1[CH:9]=[C:10]([C:22]2[CH:27]=[CH:26][C:25]([CH3:28])=[CH:24][C:23]=2[F:29])[CH:11]=[C:12]([C:14]2[N:15]([CH:19]([CH3:21])[CH3:20])[N:16]=[CH:17][CH:18]=2)[CH:13]=1)=[O:7], predict the reaction product. (2) Given the reactants [F:1][C:2]([F:11])([F:10])[C:3]1[CH:4]=[C:5]([OH:9])[CH:6]=[CH:7][CH:8]=1.Cl[C:13](Cl)=[CH:14][CH:15]=O.C([O-])(=O)C.[F:22][C:23]([F:34])([F:33])[C:24]1[CH:32]=[CH:31][C:27]([C:28]([NH2:30])=[NH2+:29])=[CH:26][CH:25]=1.C(=O)([O-])[O-].[Na+].[Na+], predict the reaction product. The product is: [F:1][C:2]([F:10])([F:11])[C:3]1[CH:4]=[C:5]([CH:6]=[CH:7][CH:8]=1)[O:9][C:15]1[CH:14]=[CH:13][N:30]=[C:28]([C:27]2[CH:26]=[CH:25][C:24]([C:23]([F:22])([F:33])[F:34])=[CH:32][CH:31]=2)[N:29]=1. (3) Given the reactants [BH4-].[BH4-].[BH4-].[BH4-].[Na+].[Na+].[Na+].[Na+].[CH:9]1[C:18]2[C:13](=[CH:14][CH:15]=[CH:16][CH:17]=2)[CH:12]=[CH:11][C:10]=1[C:19]1[CH2:20][CH:21]2[N:27]([CH:28]=1)[C:26](=[O:29])[C:25]1[CH:30]=[C:31]([O:36][CH3:37])[C:32]([O:34][CH3:35])=[CH:33][C:24]=1[N:23](COCC[Si](C)(C)C)[CH2:22]2.C(O)C.C1COCC1, predict the reaction product. The product is: [CH3:37][O:36][C:31]1[C:32]([O:34][CH3:35])=[CH:33][C:24]2[N:23]=[CH:22][C@@H:21]3[CH2:20][C:19]([C:10]4[CH:11]=[CH:12][C:13]5[C:18](=[CH:17][CH:16]=[CH:15][CH:14]=5)[CH:9]=4)=[CH:28][N:27]3[C:26](=[O:29])[C:25]=2[CH:30]=1. (4) Given the reactants [CH3:1][O:2][C:3]([NH:5][C:6]1[CH:23]=[C:22]2[C:9]([C:10]3[CH:34]=[C:14]([C@@H:15]([NH:26][C:27](=[O:33])[O:28][C:29]([CH3:32])([CH3:31])[CH3:30])[CH2:16][CH:17]=[CH:18][C@@H:19]([CH3:25])[C:20](=[O:24])[NH:21]2)[N:13]=[CH:12][CH:11]=3)=[CH:8][CH:7]=1)=[O:4].C([O-])(=[O:37])C.[Na+].OO, predict the reaction product. The product is: [OH:37][CH:17]1[CH2:16][C@H:15]([NH:26][C:27](=[O:33])[O:28][C:29]([CH3:30])([CH3:32])[CH3:31])[C:14]2=[CH:34][C:10](=[CH:11][CH:12]=[N:13]2)[C:9]2[C:22](=[CH:23][C:6]([NH:5][C:3]([O:2][CH3:1])=[O:4])=[CH:7][CH:8]=2)[NH:21][C:20](=[O:24])[C@H:19]([CH3:25])[CH2:18]1. (5) Given the reactants [F:1][C:2]([F:43])([F:42])[C:3]1[CH:4]=[C:5]([CH:35]=[C:36]([C:38]([F:41])([F:40])[F:39])[CH:37]=1)[CH2:6][N:7]1[C:11]([C:12]2[CH:17]=[CH:16][CH:15]=[CH:14][CH:13]=2)=[C:10]([C:18]([C:20]2[C:21]([CH2:32][CH:33]=O)=[N:22][O:23][C:24]=2[C:25]2[CH:30]=[CH:29][CH:28]=[CH:27][C:26]=2[Cl:31])=O)[N:9]=[N:8]1.C([O-])(=O)C.[NH4+:48], predict the reaction product. The product is: [F:43][C:2]([F:1])([F:42])[C:3]1[CH:4]=[C:5]([CH:35]=[C:36]([C:38]([F:40])([F:39])[F:41])[CH:37]=1)[CH2:6][N:7]1[C:11]([C:12]2[CH:13]=[CH:14][CH:15]=[CH:16][CH:17]=2)=[C:10]([C:18]2[C:20]3=[C:24]([C:25]4[CH:30]=[CH:29][CH:28]=[CH:27][C:26]=4[Cl:31])[O:23][N:22]=[C:21]3[CH:32]=[CH:33][N:48]=2)[N:9]=[N:8]1. (6) Given the reactants Cl.[NH2:2]N.[OH-].[Na+].C[N:7]([CH:9]=[C:10]1[C:15](=[O:16])[CH2:14][CH2:13][CH2:12][C:11]1=O)C.Cl, predict the reaction product. The product is: [NH:2]1[C:11]2[CH2:12][CH2:13][CH2:14][C:15](=[O:16])[C:10]=2[CH:9]=[N:7]1.